This data is from Catalyst prediction with 721,799 reactions and 888 catalyst types from USPTO. The task is: Predict which catalyst facilitates the given reaction. (1) Reactant: C[O:2][C:3](=[O:19])[C:4]1[CH:9]=[C:8]([C:10]([F:13])([F:12])[CH3:11])[N:7]=[C:6]([NH:14][C@H:15]([CH2:17][CH3:18])[CH3:16])[CH:5]=1.[OH-].[Li+].Cl. Product: [C@@H:15]([NH:14][C:6]1[CH:5]=[C:4]([CH:9]=[C:8]([C:10]([F:13])([F:12])[CH3:11])[N:7]=1)[C:3]([OH:19])=[O:2])([CH2:17][CH3:18])[CH3:16]. The catalyst class is: 5. (2) Reactant: C[O:2][C:3]1[C:4]([CH3:41])=[C:5]([C:32]([O:39]C)=[C:33]([O:37][CH3:38])[C:34]=1[O:35][CH3:36])[CH2:6][C:7]1[CH:8]=[CH:9][C:10]([C:26]2[CH:31]=[CH:30][N:29]=[CH:28][CH:27]=2)=[C:11]([CH:25]=1)[C:12]([NH:14][C:15]1[CH:20]=[CH:19][C:18]([C:21]([F:24])([F:23])[F:22])=[CH:17][CH:16]=1)=[O:13].O=[N+]([O-])[O-].[O-][N+](=O)[O-].[O-][N+](=O)[O-].[O-][N+](=O)[O-].[O-][N+](=O)[O-].[O-][N+](=O)[O-].[Ce+4].[NH4+].[NH4+]. Product: [CH3:36][O:35][C:34]1[C:3](=[O:2])[C:4]([CH3:41])=[C:5]([CH2:6][C:7]2[CH:8]=[CH:9][C:10]([C:26]3[CH:27]=[CH:28][N:29]=[CH:30][CH:31]=3)=[C:11]([CH:25]=2)[C:12]([NH:14][C:15]2[CH:16]=[CH:17][C:18]([C:21]([F:23])([F:24])[F:22])=[CH:19][CH:20]=2)=[O:13])[C:32](=[O:39])[C:33]=1[O:37][CH3:38]. The catalyst class is: 47. (3) Product: [CH:1]1([CH2:4][O:5][CH2:6][C:7]2[N:12]=[C:11]([NH2:13])[CH:10]=[CH:9][CH:8]=2)[CH2:3][CH2:2]1. Reactant: [CH:1]1([CH2:4][O:5][CH2:6][C:7]2[N:12]=[C:11]([NH:13]C(=O)C(C)(C)C)[CH:10]=[CH:9][CH:8]=2)[CH2:3][CH2:2]1.[OH-].[Na+]. The catalyst class is: 8. (4) Reactant: C([O:8][C:9]1[CH:10]=[CH:11][C:12]2[C:13]3[S:21][C:20]([CH2:22][CH2:23][CH3:24])=[N:19][C:14]=3[CH:15]=[N:16][C:17]=2[CH:18]=1)C1C=CC=CC=1.Br.[OH-].[Na+]. Product: [CH2:22]([C:20]1[S:21][C:13]2[C:12]3[CH:11]=[CH:10][C:9]([OH:8])=[CH:18][C:17]=3[N:16]=[CH:15][C:14]=2[N:19]=1)[CH2:23][CH3:24]. The catalyst class is: 15. (5) The catalyst class is: 2. Reactant: [C:1]([C:4]1[CH:5]=[C:6]([CH:17]=[CH:18][C:19]=1[O:20][CH3:21])[O:7][C:8]1[CH:13]=[CH:12][C:11]([N+:14]([O-:16])=[O:15])=[CH:10][CH:9]=1)(O)=[O:2].O=S(Cl)Cl.[CH3:26][NH2:27].[OH-].[Na+]. Product: [CH3:26][NH:27][C:1]([C:4]1[CH:5]=[C:6]([CH:17]=[CH:18][C:19]=1[O:20][CH3:21])[O:7][C:8]1[CH:13]=[CH:12][C:11]([N+:14]([O-:16])=[O:15])=[CH:10][CH:9]=1)=[O:2]. (6) Reactant: O[C:2]1[C:11]2[C:6](=[N:7][CH:8]=[CH:9][CH:10]=2)[N:5]([C:12]2[CH:17]=[CH:16][CH:15]=[CH:14][CH:13]=2)[C:4](=[O:18])[C:3]=1[C:19](=O)[CH2:20][CH2:21][C:22]1[CH:27]=[CH:26][N:25]=[CH:24][CH:23]=1.[CH3:29][NH:30][NH2:31]. Product: [CH3:29][N:30]1[C:2]2[C:11]3[CH:10]=[CH:9][CH:8]=[N:7][C:6]=3[N:5]([C:12]3[CH:17]=[CH:16][CH:15]=[CH:14][CH:13]=3)[C:4](=[O:18])[C:3]=2[C:19]([CH2:20][CH2:21][C:22]2[CH:27]=[CH:26][N:25]=[CH:24][CH:23]=2)=[N:31]1. The catalyst class is: 8. (7) Reactant: [C:1]1([OH:11])[C:10]2[C:5](=[CH:6][CH:7]=[CH:8][CH:9]=2)[CH:4]=[CH:3][CH:2]=1.C(=O)([O-])[O-].[K+].[K+].Cl[CH2:19][C:20]([C:22]1[CH:27]=[C:26]([N+:28]([O-:30])=[O:29])[C:25]([OH:31])=[C:24]([OH:32])[CH:23]=1)=[O:21]. Product: [OH:32][C:24]1[CH:23]=[C:22]([C:20](=[O:21])[CH2:19][O:11][C:1]2[C:10]3[C:5](=[CH:6][CH:7]=[CH:8][CH:9]=3)[CH:4]=[CH:3][CH:2]=2)[CH:27]=[C:26]([N+:28]([O-:30])=[O:29])[C:25]=1[OH:31]. The catalyst class is: 3. (8) Reactant: C1(P(C2C=CC=CC=2)C2C=CC=CC=2)C=CC=CC=1.[Br:20]Br.[Cl:22][C:23]1[CH:24]=[C:25]([CH2:30]O)[CH:26]=[C:27]([I:29])[CH:28]=1. Product: [Br:20][CH2:30][C:25]1[CH:26]=[C:27]([I:29])[CH:28]=[C:23]([Cl:22])[CH:24]=1. The catalyst class is: 2. (9) Reactant: [F:1][C:2]1[CH:24]=[CH:23][C:5]([O:6][C:7]2[C:20](=[O:21])[N:19]([CH3:22])[C:10]3[N:11]=[C:12](S(C)(=O)=O)[N:13]=[CH:14][C:9]=3[CH:8]=2)=[CH:4][CH:3]=1.[F:25][C:26]1[CH:32]=[CH:31][C:29]([NH2:30])=[CH:28][CH:27]=1.CO. Product: [F:1][C:2]1[CH:24]=[CH:23][C:5]([O:6][C:7]2[C:20](=[O:21])[N:19]([CH3:22])[C:10]3[N:11]=[C:12]([NH:30][C:29]4[CH:31]=[CH:32][C:26]([F:25])=[CH:27][CH:28]=4)[N:13]=[CH:14][C:9]=3[CH:8]=2)=[CH:4][CH:3]=1. The catalyst class is: 60. (10) Reactant: [CH3:1][N:2]1[C:7](=[O:8])[C:6]([C:9]2[N:13]([C:14]3[CH:21]=[CH:20][C:17]([C:18]#[N:19])=[CH:16][CH:15]=3)[N:12]=[CH:11][CH:10]=2)=[C:5]([CH3:22])[N:4]([C:23]2[CH:28]=[CH:27][CH:26]=[C:25]([C:29]([F:32])([F:31])[F:30])[CH:24]=2)[C:3]1=[O:33].[B-](F)(F)(F)[F:35].[B-](F)(F)(F)F.C1[N+]2(CCl)CC[N+](F)(CC2)C1.Cl.C(OCC)(=O)C. Product: [CH3:1][N:2]1[C:7](=[O:8])[C:6]([C:9]2[N:13]([C:14]3[CH:15]=[CH:16][C:17]([C:18]#[N:19])=[CH:20][CH:21]=3)[N:12]=[CH:11][C:10]=2[F:35])=[C:5]([CH3:22])[N:4]([C:23]2[CH:28]=[CH:27][CH:26]=[C:25]([C:29]([F:30])([F:31])[F:32])[CH:24]=2)[C:3]1=[O:33]. The catalyst class is: 10.